From a dataset of Full USPTO retrosynthesis dataset with 1.9M reactions from patents (1976-2016). Predict the reactants needed to synthesize the given product. Given the product [CH2:14]([O:12][C:11]([C@H:9]1[C@H:7]([OH:8])[C@@H:5]([OH:6])[C@H:3]([OH:4])[C@H:2]([OH:1])[O:10]1)=[O:13])[C:15]1[CH:20]=[CH:19][CH:18]=[CH:17][CH:16]=1, predict the reactants needed to synthesize it. The reactants are: [O:1]=[CH:2][C@@H:3]([C@H:5]([C@@H:7]([C@@H:9]([C:11]([OH:13])=[O:12])[OH:10])[OH:8])[OH:6])[OH:4].[CH2:14](Br)[C:15]1[CH:20]=[CH:19][CH:18]=[CH:17][CH:16]=1.